From a dataset of Full USPTO retrosynthesis dataset with 1.9M reactions from patents (1976-2016). Predict the reactants needed to synthesize the given product. (1) The reactants are: Br[C:2]1[CH:3]=[N:4][N:5]([CH2:7][CH2:8][N:9]2[N:18]=[CH:17][C:16]3[C:11](=[CH:12][C:13]([C:19]4[CH:24]=[CH:23][C:22]([O:25][C:26]([F:29])([F:28])[F:27])=[CH:21][CH:20]=4)=[CH:14][CH:15]=3)[C:10]2=[O:30])[CH:6]=1.[CH3:31][O:32][C:33]1[N:38]=[CH:37][C:36](B(O)O)=[CH:35][N:34]=1.C(=O)([O-])[O-].[K+].[K+]. Given the product [CH3:31][O:32][C:33]1[N:38]=[CH:37][C:36]([C:2]2[CH:3]=[N:4][N:5]([CH2:7][CH2:8][N:9]3[N:18]=[CH:17][C:16]4[C:11](=[CH:12][C:13]([C:19]5[CH:24]=[CH:23][C:22]([O:25][C:26]([F:29])([F:28])[F:27])=[CH:21][CH:20]=5)=[CH:14][CH:15]=4)[C:10]3=[O:30])[CH:6]=2)=[CH:35][N:34]=1, predict the reactants needed to synthesize it. (2) Given the product [F:27][C:24]([F:25])([F:26])[C:22]1[CH:23]=[C:18]([C:2]2([OH:1])[CH2:3][CH2:4][NH:5][CH2:6][CH2:7]2)[CH:19]=[N:20][CH:21]=1, predict the reactants needed to synthesize it. The reactants are: [OH:1][C:2]1([C:18]2[CH:19]=[N:20][CH:21]=[C:22]([C:24]([F:27])([F:26])[F:25])[CH:23]=2)[CH2:7][CH2:6][N:5](C(OCC2C=CC=CC=2)=O)[CH2:4][CH2:3]1.C([O-])=O.[NH4+]. (3) Given the product [CH3:9][O:8][C:5]1[CH:6]=[CH:7][C:2]([CH:24]=[O:25])=[CH:3][C:4]=1[CH2:10][CH2:11][CH2:12][CH2:13][O:14][CH3:15], predict the reactants needed to synthesize it. The reactants are: Br[C:2]1[CH:7]=[CH:6][C:5]([O:8][CH3:9])=[C:4]([CH2:10][CH2:11][CH2:12][CH2:13][O:14][CH3:15])[CH:3]=1.C([Li])CCC.CN([CH:24]=[O:25])C.Cl. (4) Given the product [C:1]([C:5]1[N:10]=[C:9]([O:11][CH2:12][CH3:13])[C:8]([C:14]2[N:15]([C:35]([N:50]3[CH2:51][CH2:52][CH:47]([CH2:46][CH2:45][CH2:44][S:41]([CH3:40])(=[O:43])=[O:42])[CH2:48][CH2:49]3)=[O:36])[C@@:16]([C:28]3[CH:33]=[CH:32][C:31]([Cl:34])=[CH:30][CH:29]=3)([CH3:27])[C@@:17]([C:20]3[CH:25]=[CH:24][C:23]([Cl:26])=[CH:22][CH:21]=3)([CH3:19])[N:18]=2)=[CH:7][N:6]=1)([CH3:2])([CH3:3])[CH3:4], predict the reactants needed to synthesize it. The reactants are: [C:1]([C:5]1[N:10]=[C:9]([O:11][CH2:12][CH3:13])[C:8]([C:14]2[N:15]([C:35](Cl)=[O:36])[C@@:16]([C:28]3[CH:33]=[CH:32][C:31]([Cl:34])=[CH:30][CH:29]=3)([CH3:27])[C@@:17]([C:20]3[CH:25]=[CH:24][C:23]([Cl:26])=[CH:22][CH:21]=3)([CH3:19])[N:18]=2)=[CH:7][N:6]=1)([CH3:4])([CH3:3])[CH3:2].Cl.Cl.[CH3:40][S:41]([CH2:44][CH2:45][CH2:46][CH:47]1[CH2:52][CH2:51][NH:50][CH2:49][CH2:48]1)(=[O:43])=[O:42]. (5) Given the product [NH2:14][CH:41]([NH2:39])[C:3]1[CH:8]=[CH:7][CH:6]=[C:5]([N+:11]([O-:13])=[O:12])[CH:4]=1, predict the reactants needed to synthesize it. The reactants are: BrC[C:3]1[CH:4]=[C:5]([N+:11]([O-:13])=[O:12])[CH:6]=[C:7](CBr)[CH:8]=1.[N-:14]=[N+]=[N-].[Na+].C1(P(C2C=CC=CC=2)C2C=CC=CC=2)C=CC=CC=1.O.C[N:39]([CH:41]=O)C. (6) Given the product [CH3:17][O:16][C:13]1[CH:12]=[CH:11][C:10]([C:6]2[CH:7]=[C:8]([C:24]#[N:25])[C:60](=[O:61])[NH:59][C:58]=2[CH3:56])=[CH:15][CH:14]=1, predict the reactants needed to synthesize it. The reactants are: [H-].[Na+].CN(C)C=[C:6]([C:10]1[CH:15]=[CH:14][C:13]([O:16][CH3:17])=[CH:12][CH:11]=1)[C:7](=O)[CH3:8].COC(C1C(C2C=CC=CC=2Cl)C(C(OC)=O)=C(C)[NH:25][C:24]=1COCCN1C(=O)C2C(=CC=CC=2)C1=O)=O.[CH3:56]O.[CH3:58][N:59](C)[CH:60]=[O:61].